From a dataset of Catalyst prediction with 721,799 reactions and 888 catalyst types from USPTO. Predict which catalyst facilitates the given reaction. (1) Reactant: [C:1]([O:4][C:5]1[CH:6]=[C:7]([CH:24]=[CH:25][CH:26]=1)[C:8]1[C:17](=[O:18])[C:16]2[C:11](=[C:12]([CH3:23])[C:13]([O:19][C:20](=[O:22])[CH3:21])=[CH:14][CH:15]=2)[O:10][CH:9]=1)(=[O:3])[CH3:2]. Product: [C:1]([O:4][C:5]1[CH:6]=[C:7]([CH:24]=[CH:25][CH:26]=1)[CH:8]1[CH:17]([OH:18])[C:16]2[C:11](=[C:12]([CH3:23])[C:13]([O:19][C:20](=[O:22])[CH3:21])=[CH:14][CH:15]=2)[O:10][CH2:9]1)(=[O:3])[CH3:2]. The catalyst class is: 19. (2) The catalyst class is: 4. Reactant: [Cl:1][C:2]1[C:3]([CH3:11])=[C:4]([CH:8]=[CH:9][CH:10]=1)[C:5]([OH:7])=O.[C:12]([O:16][C:17]([N:19]1[CH2:24][CH2:23][CH:22]([NH:25][CH2:26][CH2:27][CH2:28][CH3:29])[CH2:21][CH2:20]1)=[O:18])([CH3:15])([CH3:14])[CH3:13].O.ON1C2C=CC=CC=2N=N1.Cl.CN(C)CCCN=C=NCC.C(N(CC)CC)C. Product: [CH2:26]([N:25]([C:5](=[O:7])[C:4]1[CH:8]=[CH:9][CH:10]=[C:2]([Cl:1])[C:3]=1[CH3:11])[CH:22]1[CH2:21][CH2:20][N:19]([C:17]([O:16][C:12]([CH3:13])([CH3:15])[CH3:14])=[O:18])[CH2:24][CH2:23]1)[CH2:27][CH2:28][CH3:29]. (3) The catalyst class is: 67. Product: [NH2:15][CH:8]([C:5]1[CH:4]=[CH:3][C:2]([Cl:1])=[CH:7][CH:6]=1)[CH2:9][CH2:10][NH:11][C:12]([NH2:14])=[O:13]. Reactant: [Cl:1][C:2]1[CH:7]=[CH:6][C:5]([CH:8]([NH:15]C(=O)OC(C)(C)C)[CH2:9][CH2:10][NH:11][C:12]([NH2:14])=[O:13])=[CH:4][CH:3]=1. (4) Reactant: [CH2:1]([S:3](Cl)(=[O:5])=[O:4])[CH3:2].C(OC([N:14](C(OC(C)(C)C)=O)[C:15]1[C:16]([C:27]2[N:28](C(OC(C)(C)C)=O)[C:29]3[C:34]([CH:35]=2)=[CH:33][CH:32]=[CH:31][CH:30]=3)=[N:17][C:18]([N:21]2[CH2:26][CH2:25][NH:24][CH2:23][CH2:22]2)=[CH:19][N:20]=1)=O)(C)(C)C.C(N(CC)CC)C.Cl.O1CCOCC1. Product: [CH2:1]([S:3]([N:24]1[CH2:23][CH2:22][N:21]([C:18]2[N:17]=[C:16]([C:27]3[NH:28][C:29]4[C:34]([CH:35]=3)=[CH:33][CH:32]=[CH:31][CH:30]=4)[C:15]([NH2:14])=[N:20][CH:19]=2)[CH2:26][CH2:25]1)(=[O:5])=[O:4])[CH3:2]. The catalyst class is: 2. (5) Reactant: [NH2:1][N:2]1[C:7](=[O:8])[C:6]2[N:9]=[CH:10][CH:11]=[CH:12][C:5]=2[C:4]([C:13]2[CH:18]=[CH:17][CH:16]=[CH:15][CH:14]=2)=[N:3]1.N1C=CC=CC=1.[C:25]12([CH2:35][C:36](Cl)=[O:37])[CH2:34][CH:29]3[CH2:30][CH:31]([CH2:33][CH:27]([CH2:28]3)[CH2:26]1)[CH2:32]2. Product: [C:25]12([CH2:35][C:36]([NH:1][N:2]3[C:7](=[O:8])[C:6]4[N:9]=[CH:10][CH:11]=[CH:12][C:5]=4[C:4]([C:13]4[CH:14]=[CH:15][CH:16]=[CH:17][CH:18]=4)=[N:3]3)=[O:37])[CH2:32][CH:31]3[CH2:30][CH:29]([CH2:28][CH:27]([CH2:33]3)[CH2:26]1)[CH2:34]2. The catalyst class is: 91. (6) Reactant: [F:1][C:2]([F:24])([F:23])[C:3]1[CH:18]=[C:17]([C:19]([F:22])([F:21])[F:20])[CH:16]=[CH:15][C:4]=1[CH2:5][N:6]1[CH2:12][CH2:11][CH2:10][CH:9]([CH2:13][OH:14])[CH2:8][CH2:7]1.C(N(CC)CC)C.O. Product: [F:24][C:2]([F:1])([F:23])[C:3]1[CH:18]=[C:17]([C:19]([F:22])([F:21])[F:20])[CH:16]=[CH:15][C:4]=1[CH2:5][N:6]1[CH2:12][CH2:11][CH2:10][CH:9]([CH:13]=[O:14])[CH2:8][CH2:7]1. The catalyst class is: 16. (7) Reactant: [BH4-].[Na+].[I-].[CH3:4][O:5][C:6]1[CH:7]=[N+:8]([CH3:25])[CH:9]=[CH:10][C:11]=1[C:12]1[CH:17]=[CH:16][C:15]([N+:18]([O-:20])=[O:19])=[C:14]([O:21][CH:22]([CH3:24])[CH3:23])[CH:13]=1.O.C(OCC)(=O)C. Product: [CH3:4][O:5][C:6]1[CH2:7][N:8]([CH3:25])[CH2:9][CH2:10][C:11]=1[C:12]1[CH:17]=[CH:16][C:15]([N+:18]([O-:20])=[O:19])=[C:14]([O:21][CH:22]([CH3:24])[CH3:23])[CH:13]=1. The catalyst class is: 8.